From a dataset of Orexin1 receptor HTS with 218,158 compounds and 233 confirmed actives. Binary Classification. Given a drug SMILES string, predict its activity (active/inactive) in a high-throughput screening assay against a specified biological target. (1) The molecule is Fc1c(CN2CC(N(C(=O)CCc3c(OC)cccc3)C)CCC2)cccc1. The result is 0 (inactive). (2) The drug is FC(F)(F)c1n2c3c([nH]c(=O)c2nn1)cccc3. The result is 0 (inactive). (3) The drug is O(c1cc(CCNC(=O)COC(=O)c2c3c([nH]c(=O)c2)cccc3)ccc1OCC)CC. The result is 0 (inactive). (4) The drug is S(=O)(=O)(N1CCC(CC1)C(=O)N1CC(CCC1)C(OCC)=O)c1[nH]cnc1. The result is 0 (inactive). (5) The result is 0 (inactive). The compound is S(=O)(=O)(N(C)C)c1cc2c(n(cc(c2=O)C(=O)NCCCN(c2ccccc2)C)C)cc1. (6) The molecule is N1(N=C(CC1(C)C)C)C(c1c(n(nc1C)Cc1ccccc1)C)C#N. The result is 0 (inactive). (7) The molecule is N1(CCN(\N=C\c2cccnc2)CC1)Cc1c(cc(cc1)C)C. The result is 0 (inactive).